From a dataset of Forward reaction prediction with 1.9M reactions from USPTO patents (1976-2016). Predict the product of the given reaction. (1) Given the reactants [C:1]([CH:9]([OH:34])[C@H:10]1[O:14][C@@H:13]([N:15]2[C:31]3[N:30]=[CH:29][N:28]=[C:19]([NH:20][CH2:21][C:22]4[CH:27]=[CH:26][CH:25]=[CH:24][CH:23]=4)[C:18]=3[N:17]=[CH:16]2)[C@H:12]([OH:32])[C@@H:11]1[OH:33])(=[O:8])[C:2]1[CH:7]=[CH:6][CH:5]=[CH:4][CH:3]=1.CCCC[Sn](O[Sn](CCCC)(CCCC)CCCC)(CCCC)CCCC.[C:62]1([N:68]=[C:69]=[O:70])[CH:67]=[CH:66][CH:65]=[CH:64][CH:63]=1, predict the reaction product. The product is: [C:1]([CH:9]([OH:34])[C@H:10]1[O:14][C@@H:13]([N:15]2[C:31]3[N:30]=[CH:29][N:28]=[C:19]([NH:20][CH2:21][C:22]4[CH:27]=[CH:26][CH:25]=[CH:24][CH:23]=4)[C:18]=3[N:17]=[CH:16]2)[C@H:12]([O:32][C:69](=[O:70])[NH:68][C:62]2[CH:67]=[CH:66][CH:65]=[CH:64][CH:63]=2)[C@@H:11]1[OH:33])(=[O:8])[C:2]1[CH:7]=[CH:6][CH:5]=[CH:4][CH:3]=1.[C:1]([CH:9]([OH:34])[C@H:10]1[O:14][C@@H:13]([N:15]2[C:31]3[N:30]=[CH:29][N:28]=[C:19]([NH:20][CH2:21][C:22]4[CH:27]=[CH:26][CH:25]=[CH:24][CH:23]=4)[C:18]=3[N:17]=[CH:16]2)[C@H:12]([OH:32])[C@@H:11]1[O:33][C:69](=[O:70])[NH:68][C:62]1[CH:67]=[CH:66][CH:65]=[CH:64][CH:63]=1)(=[O:8])[C:2]1[CH:7]=[CH:6][CH:5]=[CH:4][CH:3]=1. (2) Given the reactants O=[Si]=O.[C:4]1([B:10]([C:17]2[CH:22]=[CH:21][CH:20]=[CH:19][CH:18]=2)[C:11]2[CH:16]=[CH:15][CH:14]=[CH:13][CH:12]=2)[CH:9]=[CH:8][CH:7]=[CH:6][CH:5]=1.N, predict the reaction product. The product is: [C:17]1([B:10]([C:4]2[CH:5]=[CH:6][CH:7]=[CH:8][CH:9]=2)[C:11]2[CH:16]=[CH:15][CH:14]=[CH:13][CH:12]=2)[CH:18]=[CH:19][CH:20]=[CH:21][CH:22]=1. (3) Given the reactants [C:1]([NH:4][C:5]1[CH:23]=[CH:22][C:8]([C:9]([NH:11][CH2:12][CH:13]2[O:18][CH2:17][CH2:16][N:15]([C:19](=[O:21])[CH3:20])[CH2:14]2)=[O:10])=[C:7]([O:24][CH2:25][CH3:26])[CH:6]=1)(=[O:3])[CH3:2].[Cl:27]N1C(=O)CCC1=O, predict the reaction product. The product is: [C:1]([NH:4][C:5]1[C:23]([Cl:27])=[CH:22][C:8]([C:9]([NH:11][CH2:12][CH:13]2[O:18][CH2:17][CH2:16][N:15]([C:19](=[O:21])[CH3:20])[CH2:14]2)=[O:10])=[C:7]([O:24][CH2:25][CH3:26])[CH:6]=1)(=[O:3])[CH3:2]. (4) Given the reactants [CH2:1]([N:8]1[C:16]2[C:11](=C(C)C(O)=[CH:14][CH:15]=2)[C:10]([CH2:20][C:21]([N:23]([CH3:25])[CH3:24])=[O:22])([OH:19])[C:9]1=[O:26])[C:2]1[CH:7]=[CH:6][CH:5]=[CH:4][CH:3]=1, predict the reaction product. The product is: [CH2:1]([N:8]1[C:16]2[C:11](=[CH:16][C:11]([CH:10]=[O:19])=[CH:14][CH:15]=2)[C:10]([CH2:20][C:21]([N:23]([CH3:24])[CH3:25])=[O:22])([OH:19])[C:9]1=[O:26])[C:2]1[CH:7]=[CH:6][CH:5]=[CH:4][CH:3]=1.